From a dataset of NCI-60 drug combinations with 297,098 pairs across 59 cell lines. Regression. Given two drug SMILES strings and cell line genomic features, predict the synergy score measuring deviation from expected non-interaction effect. (1) Drug 1: CC(C)(C#N)C1=CC(=CC(=C1)CN2C=NC=N2)C(C)(C)C#N. Drug 2: CC1=C(C=C(C=C1)C(=O)NC2=CC(=CC(=C2)C(F)(F)F)N3C=C(N=C3)C)NC4=NC=CC(=N4)C5=CN=CC=C5. Cell line: HS 578T. Synergy scores: CSS=-10.3, Synergy_ZIP=4.93, Synergy_Bliss=0.535, Synergy_Loewe=-9.69, Synergy_HSA=-9.79. (2) Synergy scores: CSS=50.8, Synergy_ZIP=2.85, Synergy_Bliss=1.99, Synergy_Loewe=8.47, Synergy_HSA=9.14. Drug 1: CC1=C(C(=O)C2=C(C1=O)N3CC4C(C3(C2COC(=O)N)OC)N4)N. Drug 2: CC1CCC2CC(C(=CC=CC=CC(CC(C(=O)C(C(C(=CC(C(=O)CC(OC(=O)C3CCCCN3C(=O)C(=O)C1(O2)O)C(C)CC4CCC(C(C4)OC)OP(=O)(C)C)C)C)O)OC)C)C)C)OC. Cell line: SK-OV-3.